The task is: Predict which catalyst facilitates the given reaction.. This data is from Catalyst prediction with 721,799 reactions and 888 catalyst types from USPTO. (1) Reactant: [Br:1][C:2]1[CH:9]=[CH:8][C:5]([CH2:6]Br)=[CH:4][CH:3]=1.[NH:10]1[CH2:15][CH2:14][O:13][CH2:12][CH2:11]1. Product: [Br:1][C:2]1[CH:9]=[CH:8][C:5]([CH2:6][N:10]2[CH2:15][CH2:14][O:13][CH2:12][CH2:11]2)=[CH:4][CH:3]=1. The catalyst class is: 9. (2) Reactant: [NH2:1][CH2:2][CH2:3][N:4]1[C:8]([C:9]2[CH:14]=[CH:13][C:12]([N:15]3[CH2:20][CH2:19][O:18][CH2:17][CH2:16]3)=[CH:11][CH:10]=2)=[CH:7][S:6][C:5]1=[N:21][C:22]1[CH:27]=[CH:26][CH:25]=[C:24]([F:28])[CH:23]=1.C([N:31]([CH2:34]C)CC)C.ClC(OC1C=CC([N+]([O-])=O)=CC=1)=[O:38].O.N. Product: [F:28][C:24]1[CH:23]=[C:22]([N:21]=[C:5]2[N:4]([CH2:3][CH2:2][NH:1][C:34]([NH2:31])=[O:38])[C:8]([C:9]3[CH:14]=[CH:13][C:12]([N:15]4[CH2:20][CH2:19][O:18][CH2:17][CH2:16]4)=[CH:11][CH:10]=3)=[CH:7][S:6]2)[CH:27]=[CH:26][CH:25]=1. The catalyst class is: 1. (3) Reactant: C[Mg]Br.ClC1N=C(N(C(OC(C)(C)C)=O)C(OC(C)(C)C)=O)N=C2N(CC3C(C)=C(OC)C(C)=CN=3)N=C(CC=O)C=12.CC1C=CC(S([O:53][CH:54]([C:92]#N)[CH2:55][C:56]2[C:64]3[C:59](=[N:60][C:61]([N:66]([C:74]([O:76][C:77]([CH3:80])([CH3:79])[CH3:78])=[O:75])[C:67]([O:69][C:70]([CH3:73])([CH3:72])[CH3:71])=[O:68])=[N:62][C:63]=3[Cl:65])[N:58]([CH2:81][C:82]3[C:87]([CH3:88])=[C:86]([O:89][CH3:90])[C:85]([CH3:91])=[CH:84][N:83]=3)[N:57]=2)(=O)=O)=CC=1.[Cl-].[NH4+]. Product: [Cl:65][C:63]1[N:62]=[C:61]([N:66]([C:74]([O:76][C:77]([CH3:80])([CH3:79])[CH3:78])=[O:75])[C:67]([O:69][C:70]([CH3:72])([CH3:71])[CH3:73])=[O:68])[N:60]=[C:59]2[N:58]([CH2:81][C:82]3[C:87]([CH3:88])=[C:86]([O:89][CH3:90])[C:85]([CH3:91])=[CH:84][N:83]=3)[N:57]=[C:56]([CH2:55][CH:54]([OH:53])[CH3:92])[C:64]=12. The catalyst class is: 469. (4) Reactant: Cl[C:2]1[CH:7]=[CH:6][N:5]=[C:4]([NH:8][CH2:9][C:10]2[O:14][N:13]=[C:12]([CH3:15])[CH:11]=2)[N:3]=1.[CH:16]1([C:21]2[CH:22]=[C:23]([NH2:26])[NH:24][N:25]=2)[CH2:20][CH2:19][CH2:18][CH2:17]1. Product: [CH:16]1([C:21]2[CH:22]=[C:23]([NH:26][C:2]3[CH:7]=[CH:6][N:5]=[C:4]([NH:8][CH2:9][C:10]4[O:14][N:13]=[C:12]([CH3:15])[CH:11]=4)[N:3]=3)[NH:24][N:25]=2)[CH2:17][CH2:18][CH2:19][CH2:20]1. The catalyst class is: 8. (5) The catalyst class is: 4. Product: [CH2:1]([O:8][C:9]([NH:11][C:18](=[O:28])[C@@H:24]1[CH2:25][CH2:23][CH2:22][NH:21]1)=[O:10])[C:2]1[CH:3]=[CH:4][CH:5]=[CH:6][CH:7]=1. Reactant: [CH2:1]([O:8][C:9]([N:11]1[CH2:18]CC[C@H]1C(O)=O)=[O:10])[C:2]1[CH:7]=[CH:6][CH:5]=[CH:4][CH:3]=1.C([N:21]([CH2:24][CH3:25])[CH2:22][CH3:23])C.ClC(OCC)=[O:28]. (6) Reactant: [OH:1][CH2:2][C:3]1[CH:4]=[C:5]([CH:10]=[C:11]([N+:13]([O-])=O)[CH:12]=1)[C:6]([O:8][CH3:9])=[O:7]. Product: [NH2:13][C:11]1[CH:10]=[C:5]([CH:4]=[C:3]([CH2:2][OH:1])[CH:12]=1)[C:6]([O:8][CH3:9])=[O:7]. The catalyst class is: 19. (7) Reactant: [NH2:1][C@H:2]([C:13]([NH:15][CH2:16][C:17]1[CH:22]=[CH:21][CH:20]=[CH:19][CH:18]=1)=[O:14])[CH2:3][C:4]1[C:12]2[C:7](=[CH:8][CH:9]=[CH:10][CH:11]=2)[NH:6][CH:5]=1.[NH:23]([C:59]([O:61][C:62]([CH3:65])([CH3:64])[CH3:63])=[O:60])[C@H:24]([C:40]([NH:42][C@H:43]([C:56](O)=[O:57])[CH2:44][CH2:45][CH2:46][CH2:47][NH:48][C:49]([O:51][C:52]([CH3:55])([CH3:54])[CH3:53])=[O:50])=[O:41])[CH2:25][C:26]1[CH:31]=[CH:30][C:29]([O:32][CH2:33][C:34]2[CH:39]=[CH:38][CH:37]=[CH:36][CH:35]=2)=[CH:28][CH:27]=1.C(Cl)CCl.C1C=CC2N(O)N=NC=2C=1. Product: [NH:23]([C:59]([O:61][C:62]([CH3:65])([CH3:64])[CH3:63])=[O:60])[C@H:24]([C:40]([NH:42][C@H:43]([C:56]([NH:1][C@H:2]([C:13]([NH:15][CH2:16][C:17]1[CH:22]=[CH:21][CH:20]=[CH:19][CH:18]=1)=[O:14])[CH2:3][C:4]1[C:12]2[C:7](=[CH:8][CH:9]=[CH:10][CH:11]=2)[NH:6][CH:5]=1)=[O:57])[CH2:44][CH2:45][CH2:46][CH2:47][NH:48][C:49]([O:51][C:52]([CH3:55])([CH3:54])[CH3:53])=[O:50])=[O:41])[CH2:25][C:26]1[CH:31]=[CH:30][C:29]([O:32][CH2:33][C:34]2[CH:39]=[CH:38][CH:37]=[CH:36][CH:35]=2)=[CH:28][CH:27]=1. The catalyst class is: 59. (8) Product: [C:8]([C:12]1[CH:13]=[C:14]([NH:24][C:25]([NH:34][C:35]2[C:44]3[C:39](=[CH:40][CH:41]=[CH:42][CH:43]=3)[C:38]([O:45][C:46]3[CH:51]=[CH:50][N:49]=[C:48]([NH:52][C:53]4[CH:54]=[CH:55][CH:56]=[CH:57][CH:58]=4)[N:47]=3)=[CH:37][CH:36]=2)=[O:26])[C:15]([O:22][CH3:23])=[C:16]([CH:21]=1)[C:17]([O:19][CH3:20])=[O:18])([CH3:10])([CH3:9])[CH3:11]. The catalyst class is: 480. Reactant: C(N(CC)CC)C.[C:8]([C:12]1[CH:13]=[C:14]([NH:24][C:25](OC2C=CC=CC=2)=[O:26])[C:15]([O:22][CH3:23])=[C:16]([CH:21]=1)[C:17]([O:19][CH3:20])=[O:18])([CH3:11])([CH3:10])[CH3:9].[NH2:34][C:35]1[C:44]2[C:39](=[CH:40][CH:41]=[CH:42][CH:43]=2)[C:38]([O:45][C:46]2[CH:51]=[CH:50][N:49]=[C:48]([NH:52][C:53]3[CH:58]=[CH:57][CH:56]=[CH:55][CH:54]=3)[N:47]=2)=[CH:37][CH:36]=1.